This data is from Full USPTO retrosynthesis dataset with 1.9M reactions from patents (1976-2016). The task is: Predict the reactants needed to synthesize the given product. (1) Given the product [CH:34]1([C:37]([NH:1][C:2]2[S:3][C:4]3[C:10]([N+:11]([O-:13])=[O:12])=[C:9]([O:14][C:15]4[CH:16]=[C:17]([CH:31]=[CH:32][CH:33]=4)[C:18]([NH:20][C:21]4[CH:26]=[CH:25][CH:24]=[C:23]([C:27]([F:30])([F:28])[F:29])[CH:22]=4)=[O:19])[CH:8]=[CH:7][C:5]=3[N:6]=2)=[O:38])[CH2:36][CH2:35]1, predict the reactants needed to synthesize it. The reactants are: [NH2:1][C:2]1[S:3][C:4]2[C:10]([N+:11]([O-:13])=[O:12])=[C:9]([O:14][C:15]3[CH:16]=[C:17]([CH:31]=[CH:32][CH:33]=3)[C:18]([NH:20][C:21]3[CH:26]=[CH:25][CH:24]=[C:23]([C:27]([F:30])([F:29])[F:28])[CH:22]=3)=[O:19])[CH:8]=[CH:7][C:5]=2[N:6]=1.[CH:34]1([C:37](Cl)=[O:38])[CH2:36][CH2:35]1. (2) The reactants are: Cl.[C@H:2]12[CH2:8][C@H:5]([NH:6][CH2:7]1)[CH2:4][N:3]2[C:9]([C@@:11]1([CH2:25][CH:26]([F:28])[F:27])[CH2:15][CH2:14][C@@H:13]([NH:16][C@@H:17]2[C@H:22]([O:23][CH3:24])[CH2:21][O:20][CH2:19][CH2:18]2)[CH2:12]1)=[O:10].CC1(C)C2C(=C(P(C3C=CC=CC=3)C3C=CC=CC=3)C=CC=2)OC2C(P(C3C=CC=CC=3)C3C=CC=CC=3)=CC=CC1=2.C([O-])([O-])=O.[Cs+].[Cs+].Cl[C:78]1[CH:83]=[C:82]([C:84]([F:87])([F:86])[F:85])[N:81]=[CH:80][N:79]=1. Given the product [F:28][CH:26]([F:27])[CH2:25][C@:11]1([C:9]([N:3]2[CH2:4][C@@H:5]3[CH2:8][C@H:2]2[CH2:7][N:6]3[C:78]2[CH:83]=[C:82]([C:84]([F:87])([F:86])[F:85])[N:81]=[CH:80][N:79]=2)=[O:10])[CH2:15][CH2:14][C@@H:13]([NH:16][C@@H:17]2[C@H:22]([O:23][CH3:24])[CH2:21][O:20][CH2:19][CH2:18]2)[CH2:12]1, predict the reactants needed to synthesize it.